From a dataset of Forward reaction prediction with 1.9M reactions from USPTO patents (1976-2016). Predict the product of the given reaction. (1) The product is: [CH3:1][C:2]1[CH:7]=[CH:6][C:5]([S:8]([CH3:11])(=[O:9])=[O:10])=[CH:4][C:3]=1[C:12]1[C:13]2[CH:20]=[C:19]([CH2:21][O:22][C:23]3[CH:24]=[CH:25][C:26]([C@@H:29]([C:36]#[C:37][CH3:38])[CH2:30][C:31]([OH:33])=[O:32])=[CH:27][CH:28]=3)[CH:18]=[CH:17][C:14]=2[S:15][CH:16]=1. Given the reactants [CH3:1][C:2]1[CH:7]=[CH:6][C:5]([S:8]([CH3:11])(=[O:10])=[O:9])=[CH:4][C:3]=1[C:12]1[C:13]2[CH:20]=[C:19]([CH2:21][O:22][C:23]3[CH:28]=[CH:27][C:26]([C@@H:29]([C:36]#[C:37][CH3:38])[CH2:30][C:31]([O:33]CC)=[O:32])=[CH:25][CH:24]=3)[CH:18]=[CH:17][C:14]=2[S:15][CH:16]=1.[Li+].[OH-].Cl, predict the reaction product. (2) Given the reactants [NH2:1][C:2]1[CH:10]=[CH:9][CH:8]=[C:7]([CH3:11])[C:3]=1[C:4]([NH2:6])=O.[Cl:12][C:13]1[CH:21]=[CH:20][CH:19]=[CH:18][C:14]=1[C:15](Cl)=O.[C:22]([N:25]1[CH2:30][CH2:29][NH:28][CH2:27][CH2:26]1)(=[O:24])[CH3:23], predict the reaction product. The product is: [Cl:12][C:13]1[CH:21]=[CH:20][CH:19]=[CH:18][C:14]=1[C:15]1[N:6]=[C:4]([N:28]2[CH2:29][CH2:30][N:25]([C:22](=[O:24])[CH3:23])[CH2:26][CH2:27]2)[C:3]2[C:2](=[CH:10][CH:9]=[CH:8][C:7]=2[CH3:11])[N:1]=1. (3) Given the reactants [Cl:1][C:2]1[C:7]([N+:8]([O-])=O)=[CH:6][CH:5]=[CH:4][C:3]=1[CH3:11], predict the reaction product. The product is: [Cl:1][C:2]1[C:3]([CH3:11])=[CH:4][CH:5]=[CH:6][C:7]=1[NH2:8]. (4) Given the reactants [Br:1][C:2]1[CH:10]=[CH:9][C:5]([C:6]([OH:8])=O)=[C:4]([F:11])[CH:3]=1.[CH3:12][CH2:13][CH:14]([NH2:17])[CH2:15][CH3:16], predict the reaction product. The product is: [Br:1][C:2]1[CH:10]=[CH:9][C:5]([C:6]([NH:17][CH:14]([CH2:15][CH3:16])[CH2:13][CH3:12])=[O:8])=[C:4]([F:11])[CH:3]=1.